Dataset: NCI-60 drug combinations with 297,098 pairs across 59 cell lines. Task: Regression. Given two drug SMILES strings and cell line genomic features, predict the synergy score measuring deviation from expected non-interaction effect. (1) Drug 1: C1=NC2=C(N1)C(=S)N=C(N2)N. Drug 2: C1=NC2=C(N=C(N=C2N1C3C(C(C(O3)CO)O)F)Cl)N. Cell line: SK-MEL-28. Synergy scores: CSS=12.8, Synergy_ZIP=-9.22, Synergy_Bliss=-6.93, Synergy_Loewe=-17.1, Synergy_HSA=-5.53. (2) Cell line: OVCAR3. Drug 1: CC1C(C(CC(O1)OC2CC(CC3=C2C(=C4C(=C3O)C(=O)C5=C(C4=O)C(=CC=C5)OC)O)(C(=O)CO)O)N)O. Synergy scores: CSS=50.7, Synergy_ZIP=4.24, Synergy_Bliss=3.93, Synergy_Loewe=-65.5, Synergy_HSA=0.821. Drug 2: CN1C(=O)N2C=NC(=C2N=N1)C(=O)N. (3) Drug 1: C1=C(C(=O)NC(=O)N1)N(CCCl)CCCl. Drug 2: C1C(C(OC1N2C=NC(=NC2=O)N)CO)O. Cell line: CCRF-CEM. Synergy scores: CSS=74.3, Synergy_ZIP=3.08, Synergy_Bliss=3.26, Synergy_Loewe=8.61, Synergy_HSA=10.8. (4) Drug 1: C1CCN(CC1)CCOC2=CC=C(C=C2)C(=O)C3=C(SC4=C3C=CC(=C4)O)C5=CC=C(C=C5)O. Drug 2: CC(C)NC(=O)C1=CC=C(C=C1)CNNC.Cl. Cell line: BT-549. Synergy scores: CSS=6.39, Synergy_ZIP=0.829, Synergy_Bliss=0.558, Synergy_Loewe=-2.16, Synergy_HSA=-1.79.